The task is: Predict which catalyst facilitates the given reaction.. This data is from Catalyst prediction with 721,799 reactions and 888 catalyst types from USPTO. (1) Reactant: [NH2:1][C:2]1[N:7]=[CH:6][N:5]=[C:4]2[N:8]([CH:12]([C:14]3[C:24]4[O:23][CH2:22][CH2:21][N:20]([CH:25]5[CH2:28][N:27](C(OC(C)(C)C)=O)[CH2:26]5)[CH2:19][C:18]=4[C:17]([C:36]#[N:37])=[C:16]([Cl:38])[CH:15]=3)[CH3:13])[N:9]=[C:10]([CH3:11])[C:3]=12.O1CCOCC1. Product: [ClH:38].[ClH:38].[ClH:38].[NH2:1][C:2]1[N:7]=[CH:6][N:5]=[C:4]2[N:8]([CH:12]([C:14]3[CH:15]=[C:16]([Cl:38])[C:17]([C:36]#[N:37])=[C:18]4[C:24]=3[O:23][CH2:22][CH2:21][N:20]([CH:25]3[CH2:28][NH:27][CH2:26]3)[CH2:19]4)[CH3:13])[N:9]=[C:10]([CH3:11])[C:3]=12. The catalyst class is: 33. (2) Reactant: [C:1]([O:5][C:6](=[O:11])[NH:7][CH2:8][CH2:9][NH2:10])([CH3:4])([CH3:3])[CH3:2].[Cl:12][C:13]1[CH:20]=[CH:19][C:16]([CH:17]=O)=[CH:15][CH:14]=1.C(O[BH-](OC(=O)C)OC(=O)C)(=O)C.[Na+]. Product: [C:1]([O:5][C:6](=[O:11])[NH:7][CH2:8][CH2:9][NH:10][CH2:17][C:16]1[CH:19]=[CH:20][C:13]([Cl:12])=[CH:14][CH:15]=1)([CH3:4])([CH3:2])[CH3:3]. The catalyst class is: 26. (3) Reactant: [CH3:1][C:2]1[C:6]([C:7]2[CH:19]=[C:18]([C:20]([O:22][CH3:23])=[O:21])[C:17]3[C:16]4[C:11](=[CH:12][CH:13]=[C:14]([O:24][CH3:25])[CH:15]=4)[NH:10][C:9]=3[CH:8]=2)=[C:5]([CH3:26])[O:4][N:3]=1.[H-].[Na+].Br[CH:30]([C:32]1[CH:37]=[CH:36][CH:35]=[CH:34][CH:33]=1)[CH3:31]. Product: [CH3:1][C:2]1[C:6]([C:7]2[CH:19]=[C:18]([C:20]([O:22][CH3:23])=[O:21])[C:17]3[C:16]4[C:11](=[CH:12][CH:13]=[C:14]([O:24][CH3:25])[CH:15]=4)[N:10]([CH:30]([C:32]4[CH:37]=[CH:36][CH:35]=[CH:34][CH:33]=4)[CH3:31])[C:9]=3[CH:8]=2)=[C:5]([CH3:26])[O:4][N:3]=1. The catalyst class is: 3.